From a dataset of Reaction yield outcomes from USPTO patents with 853,638 reactions. Predict the reaction yield, written as a fraction of the theoretical maximum amount of product (1.0 means a 100% yield; for example, 0.34 means a 34% yield). (1) The reactants are FC(F)(F)S(O[C:7]1[CH:12]=[C:11]([CH3:13])[N:10]=[C:9]([N:14]2[CH2:21][CH:20]3[CH:16]([CH2:17][N:18]([C:22](=[O:35])[C:23]4[C:28]([N:29]5[N:33]=[CH:32][CH:31]=[N:30]5)=[CH:27][CH:26]=[CH:25][C:24]=4[F:34])[CH2:19]3)[CH2:15]2)[N:8]=1)(=O)=O.[NH:38]1[CH2:43][CH2:42][O:41][CH2:40][CH2:39]1. No catalyst specified. The product is [NH3:8].[F:34][C:24]1[CH:25]=[CH:26][CH:27]=[C:28]([N:29]2[N:33]=[CH:32][CH:31]=[N:30]2)[C:23]=1[C:22]([N:18]1[CH2:17][CH:16]2[CH:20]([CH2:21][N:14]([C:9]3[N:10]=[C:11]([CH3:13])[CH:12]=[C:7]([N:38]4[CH2:43][CH2:42][O:41][CH2:40][CH2:39]4)[N:8]=3)[CH2:15]2)[CH2:19]1)=[O:35]. The yield is 0.0800. (2) The reactants are [CH3:1][CH:2]([OH:22])[C@@H:3]1[C@:20]2([CH3:21])[C@H:6]([C@H:7]3[C@H:17]([CH2:18][CH2:19]2)[C@:15]2([CH3:16])[C@H:10]([CH2:11][CH:12]=[CH:13][CH2:14]2)[CH2:9][CH2:8]3)[CH2:5][CH2:4]1.C1C=C(Cl)C=C(C(OO)=[O:31])C=1. The catalyst is ClCCl. The product is [O:31]1[C@H:12]2[CH2:11][C@H:10]3[C@:15]([CH3:16])([CH2:14][C@@H:13]12)[C@@H:17]1[C@H:7]([C@H:6]2[C@:20]([CH3:21])([CH2:19][CH2:18]1)[C@@H:3]([CH:2]([OH:22])[CH3:1])[CH2:4][CH2:5]2)[CH2:8][CH2:9]3. The yield is 0.730. (3) The reactants are [O:1]=[S:2]1(=[O:32])[C:7]2[CH:8]=[CH:9][CH:10]=[CH:11][C:6]=2[NH:5][C:4]([C:12]2[C:13](=[O:31])[N:14]([N:23]=[C:24]([CH2:28][CH2:29][CH3:30])[CH2:25][CH2:26][CH3:27])[C:15]3[C:20]([C:21]=2[OH:22])=[CH:19][CH:18]=[CH:17][CH:16]=3)=[N:3]1.CO.[BH4-].[Li+].Cl. The catalyst is O1CCCC1.O. The product is [CH2:25]([CH:24]([NH:23][N:14]1[C:15]2[C:20](=[CH:19][CH:18]=[CH:17][CH:16]=2)[C:21]([OH:22])=[C:12]([C:4]2[NH:5][C:6]3[CH:11]=[CH:10][CH:9]=[CH:8][C:7]=3[S:2](=[O:1])(=[O:32])[N:3]=2)[C:13]1=[O:31])[CH2:28][CH2:29][CH3:30])[CH2:26][CH3:27]. The yield is 0.400. (4) The reactants are [CH:1]12[CH2:39][CH:4]([CH:5]([NH:7][C:8]3[N:13]=[C:12]([C:14]4[CH:19]=[CH:18][N:17]([C@@H:20]([C:30]5[CH:35]=[CH:34][C:33]([Cl:36])=[C:32]([F:37])[CH:31]=5)[CH2:21][O:22][Si](C(C)(C)C)(C)C)[C:16](=[O:38])[CH:15]=4)[CH:11]=[CH:10][N:9]=3)[CH2:6]1)[CH2:3][O:2]2.C([O-])([O-])=O.[Na+].[Na+]. The catalyst is Cl.CO. The product is [CH:1]12[CH2:39][CH:4]([CH:5]([NH:7][C:8]3[N:13]=[C:12]([C:14]4[CH:19]=[CH:18][N:17]([C@@H:20]([C:30]5[CH:35]=[CH:34][C:33]([Cl:36])=[C:32]([F:37])[CH:31]=5)[CH2:21][OH:22])[C:16](=[O:38])[CH:15]=4)[CH:11]=[CH:10][N:9]=3)[CH2:6]1)[CH2:3][O:2]2. The yield is 0.290. (5) The reactants are [F:1][C:2]([F:12])([F:11])[C:3]1[CH:4]=[CH:5][C:6]([CH2:9]O)=[N:7][CH:8]=1.O=S(Cl)[Cl:15]. The catalyst is C(Cl)Cl. The product is [ClH:15].[Cl:15][CH2:9][C:6]1[CH:5]=[CH:4][C:3]([C:2]([F:12])([F:11])[F:1])=[CH:8][N:7]=1. The yield is 0.990.